This data is from Full USPTO retrosynthesis dataset with 1.9M reactions from patents (1976-2016). The task is: Predict the reactants needed to synthesize the given product. (1) The reactants are: [CH3:1][Si:2]([CH3:23])([CH3:22])[CH2:3][CH2:4][O:5][CH2:6][N:7]1[CH:11]=[C:10]([C:12]2[NH:17][C:16](=O)[N:15]3[CH:19]=[CH:20][N:21]=[C:14]3[CH:13]=2)[CH:9]=[N:8]1.CCN(C(C)C)C(C)C.O=P(Cl)(Cl)[Cl:35]. Given the product [Cl:35][C:16]1[N:15]2[CH:19]=[CH:20][N:21]=[C:14]2[CH:13]=[C:12]([C:10]2[CH:9]=[N:8][N:7]([CH2:6][O:5][CH2:4][CH2:3][Si:2]([CH3:23])([CH3:22])[CH3:1])[CH:11]=2)[N:17]=1, predict the reactants needed to synthesize it. (2) The reactants are: [CH3:1][O:2][C:3]1[CH:11]=[C:10]2[C:6]([CH2:7][N:8]([C:13]3[O:17][C:16]([C:18]([NH:20][C:21]4[CH:22]=[N:23][CH:24]=[CH:25][C:26]=4[N:27]4[CH2:32][CH2:31][N:30](C(OC(C)(C)C)=O)[CH2:29][CH2:28]4)=[O:19])=[CH:15][CH:14]=3)[C:9]2=[O:12])=[CH:5][CH:4]=1.Cl. Given the product [CH3:1][O:2][C:3]1[CH:11]=[C:10]2[C:6]([CH2:7][N:8]([C:13]3[O:17][C:16]([C:18]([NH:20][C:21]4[CH:22]=[N:23][CH:24]=[CH:25][C:26]=4[N:27]4[CH2:28][CH2:29][NH:30][CH2:31][CH2:32]4)=[O:19])=[CH:15][CH:14]=3)[C:9]2=[O:12])=[CH:5][CH:4]=1, predict the reactants needed to synthesize it. (3) Given the product [Cl:12][C:8]1[CH:7]=[C:6]2[C:11]([CH2:2][CH2:3][CH2:4][NH:5]2)=[CH:10][CH:9]=1, predict the reactants needed to synthesize it. The reactants are: Cl[C:2]1[C:11]2[C:6](=[CH:7][C:8]([Cl:12])=[CH:9][CH:10]=2)[N:5]=[CH:4][CH:3]=1.Cl.[BH3-]C#N.[Na+]. (4) Given the product [Br:1][CH2:2][C:3]1[CH:4]=[CH:5][C:6]([C:7]([NH:16][C:17]2[S:18][C:19]([N:27]3[CH2:28][CH2:29][O:30][CH2:31][CH2:32]3)=[C:20]([C:22]3[O:23][CH:24]=[CH:25][CH:26]=3)[N:21]=2)=[O:9])=[CH:10][CH:11]=1, predict the reactants needed to synthesize it. The reactants are: [Br:1][CH2:2][C:3]1[CH:11]=[CH:10][C:6]([C:7]([OH:9])=O)=[CH:5][CH:4]=1.S(Cl)(Cl)=O.[NH2:16][C:17]1[S:18][C:19]([N:27]2[CH2:32][CH2:31][O:30][CH2:29][CH2:28]2)=[C:20]([C:22]2[O:23][CH:24]=[CH:25][CH:26]=2)[N:21]=1.C(N(CC)CC)C.C(=O)([O-])[O-].[Na+].[Na+]. (5) Given the product [CH3:12][O:10][C:9](=[O:11])[CH2:8][C:3]1[CH:4]=[CH:5][CH:6]=[CH:7][C:2]=1[I:1], predict the reactants needed to synthesize it. The reactants are: [I:1][C:2]1[CH:7]=[CH:6][CH:5]=[CH:4][C:3]=1[CH2:8][C:9]([OH:11])=[O:10].[C:12](Cl)(=O)C.